Task: Predict the reactants needed to synthesize the given product.. Dataset: Full USPTO retrosynthesis dataset with 1.9M reactions from patents (1976-2016) Given the product [NH2:9][C@H:5]1[CH2:6][CH2:7][CH2:8][C@H:3]([CH2:2][OH:1])[CH2:4]1, predict the reactants needed to synthesize it. The reactants are: [OH:1][CH2:2][C@H:3]1[CH2:8][CH2:7][CH2:6][C@H:5]([NH:9]C(=O)OCC2C=CC=CC=2)[CH2:4]1.